From a dataset of Forward reaction prediction with 1.9M reactions from USPTO patents (1976-2016). Predict the product of the given reaction. (1) Given the reactants Cl[C:2]1[C:11]2[C:6](=[CH:7][C:8]([F:14])=[C:9]([O:12][CH3:13])[CH:10]=2)[N:5]=[CH:4][C:3]=1[C:15]#[N:16].[Cl:17][C:18]1[CH:19]=[C:20]([NH2:31])[CH:21]=[CH:22][C:23]=1[S:24][C:25]1[N:26]([CH3:30])[CH:27]=[CH:28][N:29]=1.Cl.N1C=CC=CC=1, predict the reaction product. The product is: [Cl:17][C:18]1[CH:19]=[C:20]([NH:31][C:2]2[C:11]3[C:6](=[CH:7][C:8]([F:14])=[C:9]([O:12][CH3:13])[CH:10]=3)[N:5]=[CH:4][C:3]=2[C:15]#[N:16])[CH:21]=[CH:22][C:23]=1[S:24][C:25]1[N:26]([CH3:30])[CH:27]=[CH:28][N:29]=1. (2) The product is: [F:20][C:11]1[C:10]([N:21]2[CH2:22][C:23](=[O:28])[NH:24][S:25]2(=[O:27])=[O:26])=[C:9]([OH:8])[CH:18]=[C:17]2[C:12]=1[CH:13]=[C:14]([CH2:36][CH2:35][CH2:34][C:30]([CH3:37])([CH3:29])[C:31]([OH:33])=[O:32])[CH:15]=[CH:16]2. Given the reactants C([O:8][C:9]1[C:10]([N:21]2[S:25](=[O:27])(=[O:26])[NH:24][C:23](=[O:28])[CH2:22]2)=[C:11]([F:20])[C:12]2[C:17]([CH:18]=1)=[CH:16][CH:15]=[C:14](Br)[CH:13]=2)C1C=CC=CC=1.[CH3:29][C:30]([CH3:37])([CH2:34][CH:35]=[CH2:36])[C:31]([OH:33])=[O:32].B1C2CCCC1CCC2, predict the reaction product.